The task is: Predict the reactants needed to synthesize the given product.. This data is from Full USPTO retrosynthesis dataset with 1.9M reactions from patents (1976-2016). (1) Given the product [CH2:23]([NH:30][C:2]1[C:3]([CH3:22])=[C:4]([CH3:21])[C:5]2[O:9][CH2:8][CH:7]([C:10]3[CH:15]=[CH:14][C:13]([CH:16]([CH3:18])[CH3:17])=[CH:12][CH:11]=3)[C:6]=2[C:19]=1[CH3:20])[C:24]1[CH:29]=[CH:28][CH:27]=[CH:26][CH:25]=1, predict the reactants needed to synthesize it. The reactants are: Br[C:2]1[C:3]([CH3:22])=[C:4]([CH3:21])[C:5]2[O:9][CH2:8][CH:7]([C:10]3[CH:15]=[CH:14][C:13]([CH:16]([CH3:18])[CH3:17])=[CH:12][CH:11]=3)[C:6]=2[C:19]=1[CH3:20].[CH2:23]([NH2:30])[C:24]1[CH:29]=[CH:28][CH:27]=[CH:26][CH:25]=1.CC(C)([O-])C.[Na+].O. (2) Given the product [Cl:1][C:2]1[CH:7]=[CH:6][C:5]([Cl:8])=[CH:4][C:3]=1[CH:9]1[NH:10][CH2:11][CH2:12][N:13]([C:16]2[C:25]3[C:20](=[CH:21][C:22]([O:28][CH3:29])=[C:23]([O:26][CH3:27])[CH:24]=3)[N:19]=[CH:18][N:17]=2)[CH2:14]1, predict the reactants needed to synthesize it. The reactants are: [Cl:1][C:2]1[CH:7]=[CH:6][C:5]([Cl:8])=[CH:4][C:3]=1[CH:9]1[CH2:14][NH:13][CH2:12][CH2:11][NH:10]1.Cl[C:16]1[C:25]2[C:20](=[CH:21][C:22]([O:28][CH3:29])=[C:23]([O:26][CH3:27])[CH:24]=2)[N:19]=[CH:18][N:17]=1.